From a dataset of Reaction yield outcomes from USPTO patents with 853,638 reactions. Predict the reaction yield, written as a fraction of the theoretical maximum amount of product (1.0 means a 100% yield; for example, 0.34 means a 34% yield). (1) The reactants are [CH3:1][O:2][CH2:3][CH2:4][CH2:5][C:6]1[CH:11]=[CH:10][C:9]([N:12]2[CH2:25][CH2:24][C:14]3([CH2:23][CH2:22][C:17]4(OCC[O:18]4)[CH2:16][CH2:15]3)[C:13]2=[O:26])=[CH:8][CH:7]=1.Cl. The catalyst is O1CCCC1. The product is [CH3:1][O:2][CH2:3][CH2:4][CH2:5][C:6]1[CH:7]=[CH:8][C:9]([N:12]2[CH2:25][CH2:24][C:14]3([CH2:15][CH2:16][C:17](=[O:18])[CH2:22][CH2:23]3)[C:13]2=[O:26])=[CH:10][CH:11]=1. The yield is 0.320. (2) The reactants are [NH2:1][CH:2]1[CH2:5][N:4]([C:6]([C:8]2[CH:9]=[C:10]([CH:23]=[CH:24][C:25]=2[F:26])[CH2:11][C:12]2[C:21]3[C:16](=[CH:17][CH:18]=[CH:19][CH:20]=3)[C:15](=[O:22])[NH:14][N:13]=2)=[O:7])[CH2:3]1.[CH3:27][C:28](=O)[CH2:29][CH3:30].C(O[BH-](OC(=O)C)OC(=O)C)(=O)C.[Na+]. No catalyst specified. The product is [CH:28]([NH:1][CH:2]1[CH2:3][N:4]([C:6]([C:8]2[CH:9]=[C:10]([CH:23]=[CH:24][C:25]=2[F:26])[CH2:11][C:12]2[C:21]3[C:16](=[CH:17][CH:18]=[CH:19][CH:20]=3)[C:15](=[O:22])[NH:14][N:13]=2)=[O:7])[CH2:5]1)([CH2:29][CH3:30])[CH3:27]. The yield is 0.320. (3) The catalyst is CO. The product is [I:12][C:13]1[CH:18]=[CH:17][N:16]=[C:15]([O:19][CH3:20])[C:14]=1[C:21]1[NH:1][C:2]2[CH:3]=[C:4]([C:5]#[N:6])[CH:7]=[C:8]([CH3:11])[C:9]=2[N:10]=1. The yield is 0.460. The reactants are [NH2:1][C:2]1[CH:3]=[C:4]([CH:7]=[C:8]([CH3:11])[C:9]=1[NH2:10])[C:5]#[N:6].[I:12][C:13]1[CH:18]=[CH:17][N:16]=[C:15]([O:19][CH3:20])[C:14]=1[CH:21]=O.II. (4) The reactants are [F:1][C:2]1[C:7]([N+:8]([O-:10])=[O:9])=[C:6]([F:11])[C:5]([F:12])=[C:4](F)[C:3]=1[F:14].[CH3:15][O-:16].[Na+]. The catalyst is CO. The product is [F:1][C:2]1[C:3]([F:14])=[C:4]([O:16][CH3:15])[C:5]([F:12])=[C:6]([F:11])[C:7]=1[N+:8]([O-:10])=[O:9]. The yield is 0.720. (5) The reactants are [Cl:1][C:2]1[N:7]=[CH:6][C:5]([NH2:8])=[C:4]([NH:9][CH2:10][C:11]2[CH:19]=[CH:18][CH:17]=[C:16]3[C:12]=2[CH:13]=[N:14][N:15]3[CH:20]2[CH2:25][CH2:24][CH2:23][CH2:22][O:21]2)[CH:3]=1.Cl.[CH2:27](OC(=N)C)[CH3:28].N. The catalyst is C(O)C. The product is [Cl:1][C:2]1[N:7]=[CH:6][C:5]2[N:8]=[C:27]([CH3:28])[N:9]([CH2:10][C:11]3[CH:19]=[CH:18][CH:17]=[C:16]4[C:12]=3[CH:13]=[N:14][N:15]4[CH:20]3[CH2:25][CH2:24][CH2:23][CH2:22][O:21]3)[C:4]=2[CH:3]=1. The yield is 0.720. (6) The reactants are [C:1]1([C:7]2[N:12]=[N:11][C:10]([N:13]3[CH2:18][CH2:17][N:16]([C:19]4[N:24]=[CH:23][CH:22]=[CH:21][N:20]=4)[CH2:15][CH2:14]3)=[C:9](O)[CH:8]=2)[CH:6]=[CH:5][CH:4]=[CH:3][CH:2]=1.[OH-].[Na+].P(Cl)(Cl)([Cl:30])=O. No catalyst specified. The product is [Cl:30][C:9]1[CH:8]=[C:7]([C:1]2[CH:6]=[CH:5][CH:4]=[CH:3][CH:2]=2)[N:12]=[N:11][C:10]=1[N:13]1[CH2:18][CH2:17][N:16]([C:19]2[N:24]=[CH:23][CH:22]=[CH:21][N:20]=2)[CH2:15][CH2:14]1. The yield is 0.914.